Dataset: Peptide-MHC class II binding affinity with 134,281 pairs from IEDB. Task: Regression. Given a peptide amino acid sequence and an MHC pseudo amino acid sequence, predict their binding affinity value. This is MHC class II binding data. The peptide sequence is RRGSANGKTLGEVWK. The MHC is HLA-DQA10501-DQB10402 with pseudo-sequence HLA-DQA10501-DQB10402. The binding affinity (normalized) is 0.